This data is from Catalyst prediction with 721,799 reactions and 888 catalyst types from USPTO. The task is: Predict which catalyst facilitates the given reaction. (1) Reactant: Cl[C:2]1[N:7]=[C:6]([CH3:8])[C:5]([CH:9]=[O:10])=[CH:4][CH:3]=1.[OH:11][C:12]1[CH:17]=[CH:16][C:15]([CH2:18][C:19]([O:21][CH3:22])=[O:20])=[CH:14][CH:13]=1.C([O-])([O-])=O.[K+].[K+]. Product: [CH3:22][O:21][C:19](=[O:20])[CH2:18][C:15]1[CH:16]=[CH:17][C:12]([O:11][C:2]2[CH:3]=[CH:4][C:5]([CH:9]=[O:10])=[C:6]([CH3:8])[N:7]=2)=[CH:13][CH:14]=1. The catalyst class is: 3. (2) Reactant: [O:1]([C:8]1[CH:14]=[CH:13][CH:12]=[CH:11][C:9]=1[NH2:10])[C:2]1[CH:7]=[CH:6][CH:5]=[CH:4][CH:3]=1.C(N(CC)CC)C.[C:22](Cl)(=[O:24])[CH3:23]. Product: [O:1]([C:8]1[CH:14]=[CH:13][CH:12]=[CH:11][C:9]=1[NH:10][C:22](=[O:24])[CH3:23])[C:2]1[CH:3]=[CH:4][CH:5]=[CH:6][CH:7]=1. The catalyst class is: 4. (3) Reactant: [OH:1][CH2:2][C@H:3]1[NH:6][C:5](=[O:7])[CH2:4]1.CN1C=CN=C1.[C:14]1([CH3:24])[CH:19]=[CH:18][C:17]([S:20](Cl)(=[O:22])=[O:21])=[CH:16][CH:15]=1.C(OCC)C. Product: [CH3:24][C:14]1[CH:19]=[CH:18][C:17]([S:20]([O:1][CH2:2][C@@H:3]2[CH2:4][C:5](=[O:7])[NH:6]2)(=[O:22])=[O:21])=[CH:16][CH:15]=1. The catalyst class is: 35. (4) The catalyst class is: 8. Reactant: CS[C:3]([NH:9][C:10]1[CH:15]=[CH:14][CH:13]=[CH:12][CH:11]=1)=[C:4]([C:7]#[N:8])[C:5]#[N:6].[Cl-].[Cl-].[CH2:18]([NH:25][NH2:26])[C:19]1[CH:24]=[CH:23][CH:22]=[CH:21][CH:20]=1.C(N(C(C)C)CC)(C)C. Product: [NH2:6][C:5]1[C:4]([C:7]#[N:8])=[C:3]([NH:9][C:10]2[CH:15]=[CH:14][CH:13]=[CH:12][CH:11]=2)[N:25]([CH2:18][C:19]2[CH:24]=[CH:23][CH:22]=[CH:21][CH:20]=2)[N:26]=1. (5) Reactant: [C:1]([NH:11][C@H:12]([C:25]([OH:27])=[O:26])[CH2:13][CH2:14][CH2:15][CH2:16][NH:17][C:18]([O:20][C:21]([CH3:24])([CH3:23])[CH3:22])=[O:19])([O:3][CH2:4][C:5]1[CH:10]=[CH:9][CH:8]=[CH:7][CH:6]=1)=[O:2].C(=O)([O-])[O-].[Ca+2].C(OCC)(=O)C.O.[CH2:40](Br)[C:41]1[CH:46]=[CH:45][CH:44]=[CH:43][CH:42]=1. Product: [CH2:40]([O:26][C:25](=[O:27])[C@H:12]([CH2:13][CH2:14][CH2:15][CH2:16][NH:17][C:18]([O:20][C:21]([CH3:23])([CH3:24])[CH3:22])=[O:19])[NH:11][C:1]([O:3][CH2:4][C:5]1[CH:6]=[CH:7][CH:8]=[CH:9][CH:10]=1)=[O:2])[C:41]1[CH:46]=[CH:45][CH:44]=[CH:43][CH:42]=1. The catalyst class is: 9. (6) Reactant: Cl.[NH2:2][C:3]1[C:4]([N:9]2[CH2:13][CH2:12][C:11]([CH3:15])([CH3:14])[C:10]2=[O:16])=[N:5][N:6]([CH3:8])[CH:7]=1.[C:17]([C:20]1[N:25]=[C:24]([C:26](O)=[O:27])[CH:23]=[CH:22][CH:21]=1)(=[O:19])[CH3:18].CN(C(ON1N=NC2C=CC=NC1=2)=[N+](C)C)C.F[P-](F)(F)(F)(F)F.C(N(C(C)C)C(C)C)C. Product: [C:17]([C:20]1[N:25]=[C:24]([C:26]([NH:2][C:3]2[C:4]([N:9]3[CH2:13][CH2:12][C:11]([CH3:14])([CH3:15])[C:10]3=[O:16])=[N:5][N:6]([CH3:8])[CH:7]=2)=[O:27])[CH:23]=[CH:22][CH:21]=1)(=[O:19])[CH3:18]. The catalyst class is: 248. (7) Reactant: [Br:1][C:2]1[CH:27]=[CH:26][C:5]([CH2:6][C@:7]23[CH2:14][C@H:13]([NH2:15])[CH2:12][N:11]2[C:10](=[O:16])[N:9]([C:17]2[CH:22]=[C:21]([Cl:23])[CH:20]=[C:19]([Cl:24])[CH:18]=2)[C:8]3=[O:25])=[CH:4][CH:3]=1.[C:28](OC(=O)C)(=[O:30])[CH3:29]. Product: [Br:1][C:2]1[CH:3]=[CH:4][C:5]([CH2:6][C@:7]23[CH2:14][C@H:13]([NH:15][C:28](=[O:30])[CH3:29])[CH2:12][N:11]2[C:10](=[O:16])[N:9]([C:17]2[CH:18]=[C:19]([Cl:24])[CH:20]=[C:21]([Cl:23])[CH:22]=2)[C:8]3=[O:25])=[CH:26][CH:27]=1. The catalyst class is: 1. (8) Reactant: [CH3:1][N:2]1[CH2:7][CH2:6][N:5]([C:8]([O:10][C:11]([CH3:14])([CH3:13])[CH3:12])=[O:9])[CH2:4][CH2:3]1.ClC1[N:21]=[C:20]([Cl:22])[CH:19]=[CH:18][N:17]=1.C1(C)C=CC=CC=1. Product: [Cl:22][C:20]1[CH:19]=[CH:18][N:17]=[C:1]([N:2]2[CH2:7][CH2:6][N:5]([C:8]([O:10][C:11]([CH3:14])([CH3:13])[CH3:12])=[O:9])[CH2:4][CH2:3]2)[N:21]=1. The catalyst class is: 6.